Dataset: Forward reaction prediction with 1.9M reactions from USPTO patents (1976-2016). Task: Predict the product of the given reaction. (1) Given the reactants [OH:1][C:2]1[C@H:11]2[C@H:6]([C@H:7]3[CH2:12][C@@H:10]2[CH2:9][CH2:8]3)[N:5]([CH2:13][CH2:14][CH:15]([CH3:17])[CH3:16])[C:4](=[O:18])[C:3]=1[C:19]1[NH:24][C:23]2[CH:25]=[CH:26][C:27]([NH:29][S:30]([CH3:33])(=[O:32])=[O:31])=[CH:28][C:22]=2[S:21](=[O:35])(=[O:34])[N:20]=1.[C:36](=O)([O-])[O-].[K+].[K+].IC, predict the reaction product. The product is: [OH:1][C:2]1[C@H:11]2[C@H:6]([C@H:7]3[CH2:12][C@@H:10]2[CH2:9][CH2:8]3)[N:5]([CH2:13][CH2:14][CH:15]([CH3:17])[CH3:16])[C:4](=[O:18])[C:3]=1[C:19]1[NH:24][C:23]2[CH:25]=[CH:26][C:27]([N:29]([CH3:36])[S:30]([CH3:33])(=[O:32])=[O:31])=[CH:28][C:22]=2[S:21](=[O:35])(=[O:34])[N:20]=1. (2) The product is: [OH:4][C@@H:3]([CH3:5])[C@@H:2]([NH:1][C:23]([O:22][CH2:14][CH2:15][C:16]1[CH:21]=[CH:20][CH:19]=[CH:18][CH:17]=1)=[O:24])[C:6]([OH:8])=[O:7]. Given the reactants [NH2:1][C@@H:2]([C:6]([OH:8])=[O:7])[C@H:3]([CH3:5])[OH:4].C([O-])(O)=O.[Na+].[CH2:14]([O:22][C:23](N1C=CC=CC1=O)=[O:24])[CH2:15][C:16]1[CH:21]=[CH:20][CH:19]=[CH:18][CH:17]=1, predict the reaction product. (3) Given the reactants [CH3:1][O:2][C:3]1[CH:8]=[CH:7][C:6]([N:9]2[C:19]3[C:14](=[CH:15][C:16]([O:20][CH3:21])=[CH:17][CH:18]=3)[C:12](=O)[C:10]2=[O:11])=[CH:5][CH:4]=1.[OH-:22].[K+].Cl, predict the reaction product. The product is: [CH3:1][O:2][C:3]1[CH:8]=[CH:7][C:6]2[C:5](=[C:12]([C:10]([OH:22])=[O:11])[C:14]3[C:19]([N:9]=2)=[CH:18][CH:17]=[C:16]([O:20][CH3:21])[CH:15]=3)[CH:4]=1. (4) Given the reactants [CH3:1][O:2][CH:3]([O:21][CH3:22])[CH2:4][N:5]1[C:10]([C:11]([O:13][CH3:14])=[O:12])=[C:9]([O:15][CH3:16])[C:8](=[O:17])[C:7]([C:18]([OH:20])=O)=[CH:6]1.C(N(CC)C(C)C)(C)C.Cl.[F:33][C:34]1[CH:39]=[C:38]([F:40])[CH:37]=[CH:36][C:35]=1[C@H:41]([NH2:43])[CH3:42].CN(C(ON1N=NC2C=CC=NC1=2)=[N+](C)C)C.F[P-](F)(F)(F)(F)F, predict the reaction product. The product is: [F:33][C:34]1[CH:39]=[C:38]([F:40])[CH:37]=[CH:36][C:35]=1[C@H:41]([NH:43][C:18]([C:7]1[C:8](=[O:17])[C:9]([O:15][CH3:16])=[C:10]([C:11]([O:13][CH3:14])=[O:12])[N:5]([CH2:4][CH:3]([O:2][CH3:1])[O:21][CH3:22])[CH:6]=1)=[O:20])[CH3:42]. (5) Given the reactants [NH2:1][C:2](=[N:33][OH:34])[C:3]1[CH:4]=[C:5]2[C:22](=[CH:23][CH:24]=1)[O:21][C:8]1([CH2:13][CH2:12][N:11]([C:14]([O:16][C:17]([CH3:20])([CH3:19])[CH3:18])=[O:15])[CH2:10][CH2:9]1)[CH2:7][CH:6]2[O:25][Si:26]([C:29]([CH3:32])([CH3:31])[CH3:30])([CH3:28])[CH3:27].N1C=CC=CC=1.Cl[C:42]([O:44][CH2:45][CH:46]([CH2:51][CH3:52])[CH2:47][CH2:48][CH2:49][CH3:50])=[O:43], predict the reaction product. The product is: [NH2:1][C:2](=[N:33][O:34][C:42]([O:44][CH2:45][CH:46]([CH2:51][CH3:52])[CH2:47][CH2:48][CH2:49][CH3:50])=[O:43])[C:3]1[CH:4]=[C:5]2[C:22](=[CH:23][CH:24]=1)[O:21][C:8]1([CH2:13][CH2:12][N:11]([C:14]([O:16][C:17]([CH3:20])([CH3:19])[CH3:18])=[O:15])[CH2:10][CH2:9]1)[CH2:7][CH:6]2[O:25][Si:26]([C:29]([CH3:32])([CH3:31])[CH3:30])([CH3:28])[CH3:27]. (6) Given the reactants [C:1]1([CH2:7][OH:8])([CH2:5][OH:6])[CH2:4][CH2:3][CH2:2]1.[C:9]1(O)[CH:14]=[CH:13][CH:12]=[CH:11][CH:10]=1.O[C:17]1[CH:22]=[CH:21][C:20]([CH:23]([C:29]#[C:30][CH3:31])[CH2:24][C:25]([O:27]C)=[O:26])=[CH:19][CH:18]=1, predict the reaction product. The product is: [O:6]([CH2:5][C:1]1([CH2:7][O:8][C:17]2[CH:22]=[CH:21][C:20]([CH:23]([C:29]#[C:30][CH3:31])[CH2:24][C:25]([OH:27])=[O:26])=[CH:19][CH:18]=2)[CH2:4][CH2:3][CH2:2]1)[C:9]1[CH:14]=[CH:13][CH:12]=[CH:11][CH:10]=1. (7) Given the reactants C([O:3][C:4]([C:6]1[N:7]([CH3:35])[C:8]2[C:13]([C:14]=1[Cl:15])=[CH:12][C:11]([NH:16][C:17]([C:19]1[C:20]([C:25]3[CH:30]=[CH:29][C:28]([C:31]([F:34])([F:33])[F:32])=[CH:27][CH:26]=3)=[CH:21][CH:22]=[CH:23][CH:24]=1)=[O:18])=[CH:10][CH:9]=2)=[O:5])C.[Li+].[OH-].Cl, predict the reaction product. The product is: [Cl:15][C:14]1[C:13]2[C:8](=[CH:9][CH:10]=[C:11]([NH:16][C:17]([C:19]3[C:20]([C:25]4[CH:30]=[CH:29][C:28]([C:31]([F:32])([F:33])[F:34])=[CH:27][CH:26]=4)=[CH:21][CH:22]=[CH:23][CH:24]=3)=[O:18])[CH:12]=2)[N:7]([CH3:35])[C:6]=1[C:4]([OH:5])=[O:3]. (8) The product is: [S:1]1[CH:5]=[CH:4][CH:3]=[C:2]1[C:6]1[N:13]2[C:9](=[CH:8][C:7]=1[C:17]1[CH:22]=[CH:21][N:20]=[CH:19][CH:18]=1)[CH2:10][CH2:11][CH2:12]2. Given the reactants [S:1]1[CH:5]=[CH:4][CH:3]=[C:2]1[C:6]1[N:13]2[C:9]([CH2:10][CH2:11][CH2:12]2)=[C:8](C(O)=O)[C:7]=1[C:17]1[CH:22]=[CH:21][N:20]=[CH:19][CH:18]=1.C(=O)=O, predict the reaction product. (9) Given the reactants Cl[C:2]1[C:7]([N+:8]([O-:10])=[O:9])=[CH:6][CH:5]=[C:4]([O:11][CH3:12])[N:3]=1.CC1(C)C(C)(C)OB([C:21]2[S:22][C:23](B3OC(C)(C)C(C)(C)O3)=[CH:24][CH:25]=2)O1.Br[C:37]1[CH:42]=[CH:41][C:40]([F:43])=[CH:39][CH:38]=1.C([O-])([O-])=O.[Na+].[Na+], predict the reaction product. The product is: [F:43][C:40]1[CH:41]=[CH:42][C:37]([C:23]2[S:22][C:21]([C:2]3[C:7]([N+:8]([O-:10])=[O:9])=[CH:6][CH:5]=[C:4]([O:11][CH3:12])[N:3]=3)=[CH:25][CH:24]=2)=[CH:38][CH:39]=1. (10) Given the reactants [CH:1]1[C:6]2[C:7](=[O:16])[NH:8][C:9]3[CH:15]=[CH:14][CH:13]=[CH:12][C:10]=3[S:11][C:5]=2[CH:4]=[CH:3][CH:2]=1.[H-].[Na+].Br[CH2:20][CH2:21][CH2:22][CH2:23][CH2:24][CH2:25][C:26]([O:28][CH2:29][CH3:30])=[O:27], predict the reaction product. The product is: [O:16]=[C:7]1[C:6]2[CH:1]=[CH:2][CH:3]=[CH:4][C:5]=2[S:11][C:10]2[CH:12]=[CH:13][CH:14]=[CH:15][C:9]=2[N:8]1[CH2:20][CH2:21][CH2:22][CH2:23][CH2:24][CH2:25][C:26]([O:28][CH2:29][CH3:30])=[O:27].